This data is from Forward reaction prediction with 1.9M reactions from USPTO patents (1976-2016). The task is: Predict the product of the given reaction. (1) Given the reactants [OH:1][C:2]1[CH:7]=[CH:6][C:5]([C:8](=[O:13])[CH2:9][CH2:10][CH2:11][CH3:12])=[CH:4][CH:3]=1.Br[CH2:15][C:16]([O:18][CH2:19][CH3:20])=[O:17].C([O-])([O-])=O.[K+].[K+], predict the reaction product. The product is: [CH2:19]([O:18][C:16](=[O:17])[CH2:15][O:1][C:2]1[CH:3]=[CH:4][C:5]([C:8](=[O:13])[CH2:9][CH2:10][CH2:11][CH3:12])=[CH:6][CH:7]=1)[CH3:20]. (2) Given the reactants [OH:1][PH:2]([CH2:4][CH:5]([CH2:13][CH2:14][C:15]([O:17][C:18]([CH3:21])([CH3:20])[CH3:19])=[O:16])[C:6]([O:8][C:9]([CH3:12])([CH3:11])[CH3:10])=[O:7])=[O:3].[C:22](O)([CH3:25])([CH3:24])[CH3:23].C(N=C=NCCCN(C)C)C.O, predict the reaction product. The product is: [C:22]([O:3][PH:2]([CH2:4][CH:5]([CH2:13][CH2:14][C:15]([O:17][C:18]([CH3:21])([CH3:20])[CH3:19])=[O:16])[C:6]([O:8][C:9]([CH3:10])([CH3:11])[CH3:12])=[O:7])=[O:1])([CH3:25])([CH3:24])[CH3:23].